This data is from Full USPTO retrosynthesis dataset with 1.9M reactions from patents (1976-2016). The task is: Predict the reactants needed to synthesize the given product. (1) The reactants are: [Cl:1][C:2]1[CH:3]=[C:4]([C@H:9]2[CH2:14][N:13](C(=O)[C@H](OC)C3C=CC=CC=3)[CH2:12][CH2:11][O:10]2)[CH:5]=[C:6]([Cl:8])[CH:7]=1.[Li+].[B-](CC)(CC)CC.Cl. Given the product [Cl:8][C:6]1[CH:5]=[C:4]([C@@H:9]2[O:10][CH2:11][CH2:12][NH:13][CH2:14]2)[CH:3]=[C:2]([Cl:1])[CH:7]=1, predict the reactants needed to synthesize it. (2) Given the product [NH2:5][CH2:9][C@@H:10]([NH:22][C:23]([C:25]1[S:26][C:27]([Cl:37])=[C:28]([C:30]2[N:34]([CH3:35])[N:33]=[CH:32][C:31]=2[Cl:46])[CH:29]=1)=[O:24])[CH2:11][C:12]1[CH:17]=[CH:16][CH:15]=[CH:14][C:13]=1[C:18]([F:20])([F:21])[F:19], predict the reactants needed to synthesize it. The reactants are: CC([N:5]([CH2:9][C@@H:10]([NH:22][C:23]([C:25]1[S:26][C:27]([Cl:37])=[C:28]([C:30]2[N:34]([CH3:35])[N:33]=[CH:32][C:31]=2Br)[CH:29]=1)=[O:24])[CH2:11][C:12]1[CH:17]=[CH:16][CH:15]=[CH:14][C:13]=1[C:18]([F:21])([F:20])[F:19])C(=O)[O-])(C)C.C(O)(C(F)(F)F)=O.C(Cl)[Cl:46]. (3) Given the product [CH3:53][O:54][CH2:55][CH2:56][CH2:57][O:58][CH2:2][C:3]1[CH:8]=[CH:7][C:6]([C@H:9]2[C@H:14]([O:15][Si:16]([CH:23]([CH3:25])[CH3:24])([CH:20]([CH3:22])[CH3:21])[CH:17]([CH3:19])[CH3:18])[CH2:13][NH:12][CH2:11][C@@H:10]2[O:26][CH:27]([C:38]2[CH:39]=[CH:40][C:41]3[O:46][CH2:45][CH2:44][N:43]([CH2:47][CH2:48][CH2:49][O:50][CH3:51])[C:42]=3[CH:52]=2)[S:28]([C:31]2[CH:36]=[CH:35][C:34]([CH3:37])=[CH:33][CH:32]=2)(=[O:30])=[O:29])=[CH:5][CH:4]=1, predict the reactants needed to synthesize it. The reactants are: Cl[CH2:2][C:3]1[CH:8]=[CH:7][C:6]([C@H:9]2[C@H:14]([O:15][Si:16]([CH:23]([CH3:25])[CH3:24])([CH:20]([CH3:22])[CH3:21])[CH:17]([CH3:19])[CH3:18])[CH2:13][NH:12][CH2:11][C@@H:10]2[O:26][CH:27]([C:38]2[CH:39]=[CH:40][C:41]3[O:46][CH2:45][CH2:44][N:43]([CH2:47][CH2:48][CH2:49][O:50][CH3:51])[C:42]=3[CH:52]=2)[S:28]([C:31]2[CH:36]=[CH:35][C:34]([CH3:37])=[CH:33][CH:32]=2)(=[O:30])=[O:29])=[CH:5][CH:4]=1.[CH3:53][O:54][CH2:55][CH2:56][CH2:57][OH:58]. (4) Given the product [C:38]1([CH3:42])[CH:39]=[CH:40][CH:41]=[C:36]([N:28]([C:29]2[CH:30]=[C:31]([CH3:35])[CH:32]=[CH:33][CH:34]=2)[C:24]2[CH:25]=[C:26]3[C:21]([C:22]4([C:54]5[CH:53]=[CH:52][CH:51]=[CH:50][C:49]=5[C:48]5[C:43]4=[CH:44][CH:45]=[CH:46][CH:47]=5)[CH:23]=2)=[C:15]2[C:14]([CH:13]=[C:12]4[C:17](=[CH:16]2)[C:18]2[CH:19]=[CH:20][C:3]([OH:2])=[CH:4][C:5]=2[C:6]2[CH:7]=[CH:8][CH:9]=[CH:10][C:11]4=2)=[CH:27]3)[CH:37]=1, predict the reactants needed to synthesize it. The reactants are: C[O:2][C:3]1[CH:4]=[C:5]2[C:18](=[CH:19][CH:20]=1)[C:17]1[C:12](=[CH:13][C:14]3[C:15](=[C:21]4[C:26]([CH:27]=3)=[CH:25][C:24]([N:28]([C:36]3[CH:37]=[C:38]([CH3:42])[CH:39]=[CH:40][CH:41]=3)[C:29]3[CH:30]=[C:31]([CH3:35])[CH:32]=[CH:33][CH:34]=3)=[CH:23][C:22]34[C:54]4[CH:53]=[CH:52][CH:51]=[CH:50][C:49]=4[C:48]4[C:43]3=[CH:44][CH:45]=[CH:46][CH:47]=4)[CH:16]=1)[C:11]1[C:6]2=[CH:7][CH:8]=[CH:9][CH:10]=1.Cl.N1C=CC=CC=1.